This data is from NCI-60 drug combinations with 297,098 pairs across 59 cell lines. The task is: Regression. Given two drug SMILES strings and cell line genomic features, predict the synergy score measuring deviation from expected non-interaction effect. (1) Drug 1: CCC1(CC2CC(C3=C(CCN(C2)C1)C4=CC=CC=C4N3)(C5=C(C=C6C(=C5)C78CCN9C7C(C=CC9)(C(C(C8N6C=O)(C(=O)OC)O)OC(=O)C)CC)OC)C(=O)OC)O.OS(=O)(=O)O. Drug 2: C1=NC2=C(N1)C(=S)N=CN2. Cell line: RXF 393. Synergy scores: CSS=33.8, Synergy_ZIP=-11.8, Synergy_Bliss=-8.39, Synergy_Loewe=-6.24, Synergy_HSA=-3.27. (2) Drug 1: C1CCN(CC1)CCOC2=CC=C(C=C2)C(=O)C3=C(SC4=C3C=CC(=C4)O)C5=CC=C(C=C5)O. Drug 2: CC1=C2C(C(=O)C3(C(CC4C(C3C(C(C2(C)C)(CC1OC(=O)C(C(C5=CC=CC=C5)NC(=O)OC(C)(C)C)O)O)OC(=O)C6=CC=CC=C6)(CO4)OC(=O)C)OC)C)OC. Cell line: UACC62. Synergy scores: CSS=53.1, Synergy_ZIP=24.3, Synergy_Bliss=24.6, Synergy_Loewe=-7.45, Synergy_HSA=23.2. (3) Drug 1: CC1C(C(=O)NC(C(=O)N2CCCC2C(=O)N(CC(=O)N(C(C(=O)O1)C(C)C)C)C)C(C)C)NC(=O)C3=C4C(=C(C=C3)C)OC5=C(C(=O)C(=C(C5=N4)C(=O)NC6C(OC(=O)C(N(C(=O)CN(C(=O)C7CCCN7C(=O)C(NC6=O)C(C)C)C)C)C(C)C)C)N)C. Drug 2: CC=C1C(=O)NC(C(=O)OC2CC(=O)NC(C(=O)NC(CSSCCC=C2)C(=O)N1)C(C)C)C(C)C. Cell line: RPMI-8226. Synergy scores: CSS=24.1, Synergy_ZIP=-1.52, Synergy_Bliss=-1.12, Synergy_Loewe=-24.9, Synergy_HSA=0.630. (4) Drug 1: C1=C(C(=O)NC(=O)N1)F. Drug 2: C1C(C(OC1N2C=NC3=C(N=C(N=C32)Cl)N)CO)O. Cell line: ACHN. Synergy scores: CSS=46.6, Synergy_ZIP=2.33, Synergy_Bliss=2.02, Synergy_Loewe=3.67, Synergy_HSA=6.07. (5) Drug 1: C1=NC2=C(N1)C(=S)N=C(N2)N. Drug 2: CCC1(CC2CC(C3=C(CCN(C2)C1)C4=CC=CC=C4N3)(C5=C(C=C6C(=C5)C78CCN9C7C(C=CC9)(C(C(C8N6C=O)(C(=O)OC)O)OC(=O)C)CC)OC)C(=O)OC)O.OS(=O)(=O)O. Cell line: MCF7. Synergy scores: CSS=51.9, Synergy_ZIP=-2.05, Synergy_Bliss=-2.37, Synergy_Loewe=0.343, Synergy_HSA=1.18.